This data is from Catalyst prediction with 721,799 reactions and 888 catalyst types from USPTO. The task is: Predict which catalyst facilitates the given reaction. (1) Reactant: [Cl:1][C:2]1[C:10]2[C:5](=[CH:6][CH:7]=[C:8]([CH:11]=[O:12])[CH:9]=2)[NH:4][N:3]=1.[CH2:13](O)[CH2:14][CH2:15][OH:16].C1(C)C=CC(S(O)(=O)=O)=CC=1. Product: [Cl:1][C:2]1[C:10]2[C:5](=[CH:6][CH:7]=[C:8]([CH:11]3[O:16][CH2:15][CH2:14][CH2:13][O:12]3)[CH:9]=2)[NH:4][N:3]=1. The catalyst class is: 11. (2) Reactant: [CH2:1]([NH2:4])[CH2:2][CH3:3].[Cl:5][C:6]1[CH:11]=[CH:10][C:9]([N:12]2[C:16]3=[N:17][CH:18]=[CH:19][CH:20]=[C:15]3[N:14]=[C:13]2[C:21]([O:23]CC)=O)=[CH:8][C:7]=1[F:26]. Product: [Cl:5][C:6]1[CH:11]=[CH:10][C:9]([N:12]2[C:16]3=[N:17][CH:18]=[CH:19][CH:20]=[C:15]3[N:14]=[C:13]2[C:21]([NH:4][CH2:1][CH2:2][CH3:3])=[O:23])=[CH:8][C:7]=1[F:26]. The catalyst class is: 8. (3) Reactant: [CH3:1][C:2]1[O:3][C:4]2[C:9]([C:10](=[O:12])[CH:11]=1)=[CH:8][CH:7]=[CH:6][C:5]=2[CH:13]=O.[F:15][C:16]([F:29])([F:28])[C:17](=[O:27])[CH2:18][C:19]([C:21]1[CH:26]=[CH:25][CH:24]=[CH:23][CH:22]=1)=[O:20].C(O)(=O)C.N1CCCCC1. Product: [F:15][C:16]([F:28])([F:29])[C:17](=[O:27])[C:18](=[CH:13][C:5]1[CH:6]=[CH:7][CH:8]=[C:9]2[C:4]=1[O:3][C:2]([CH3:1])=[CH:11][C:10]2=[O:12])[C:19]([C:21]1[CH:22]=[CH:23][CH:24]=[CH:25][CH:26]=1)=[O:20]. The catalyst class is: 4. (4) Product: [CH2:2]([O:4][C:5](=[O:23])[C:6]1[CH:11]=[CH:10][CH:9]=[C:8]([NH:12][CH:13]([C:20]([O:22][C@@H:36]2[CH:37]3[CH2:40][CH2:41][N:34]([CH2:39][CH2:38]3)[CH2:35]2)=[O:21])[C:14]2[CH:15]=[CH:16][CH:17]=[CH:18][CH:19]=2)[CH:7]=1)[CH3:3]. The catalyst class is: 1. Reactant: Cl.[CH2:2]([O:4][C:5](=[O:23])[C:6]1[CH:11]=[CH:10][CH:9]=[C:8]([NH:12][CH:13]([C:20]([OH:22])=[O:21])[C:14]2[CH:19]=[CH:18][CH:17]=[CH:16][CH:15]=2)[CH:7]=1)[CH3:3].C1C=CC2N(O)N=NC=2C=1.[N:34]12[CH2:41][CH2:40][CH:37]([CH2:38][CH2:39]1)[C@@H:36](O)[CH2:35]2.CCN(C(C)C)C(C)C. (5) Reactant: [N+:1]([C:4]1[C:5]([C:13]([O:15][CH3:16])=[O:14])=[N:6][NH:7][C:8]=1[C:9]([O:11][CH3:12])=[O:10])([O-:3])=[O:2].[CH3:17][CH:18]([CH3:21])[CH2:19]O.C1(P(C2C=CC=CC=2)C2C=CC=CC=2)C=CC=CC=1.N(C(OC(C)C)=O)=NC(OC(C)C)=O. Product: [CH2:17]([N:7]1[C:8]([C:9]([O:11][CH3:12])=[O:10])=[C:4]([N+:1]([O-:3])=[O:2])[C:5]([C:13]([O:15][CH3:16])=[O:14])=[N:6]1)[CH:18]([CH3:21])[CH3:19]. The catalyst class is: 7. (6) Reactant: [CH3:1][O:2][C:3]1[N:4]=[C:5]2[C:10](=[CH:11][CH:12]=1)[N:9]=[CH:8][CH:7]=[C:6]2[N:13]1[CH2:17][CH2:16][CH:15]([OH:18])[CH2:14]1.C(N(CC)CC)C.[CH3:26][S:27](Cl)(=[O:29])=[O:28]. Product: [CH3:1][O:2][C:3]1[N:4]=[C:5]2[C:10](=[CH:11][CH:12]=1)[N:9]=[CH:8][CH:7]=[C:6]2[N:13]1[CH2:17][CH2:16][CH:15]([O:18][S:27]([CH3:26])(=[O:29])=[O:28])[CH2:14]1. The catalyst class is: 143. (7) Reactant: [Br:1][C:2]1[CH:3]=[C:4]2[C:8](=[CH:9][CH:10]=1)[NH:7][C:6]([C:11]([OH:13])=O)=[CH:5]2.Cl.C(N=C=N[CH2:20][CH2:21][CH2:22][N:23]([CH3:25])C)C.O.ON1C2C=CC=CC=2N=N1.CN1CCOCC1.N1CCCC1. Product: [Br:1][C:2]1[CH:3]=[C:4]2[C:8](=[CH:9][CH:10]=1)[NH:7][C:6]([C:11]([N:23]1[CH2:22][CH2:21][CH2:20][CH2:25]1)=[O:13])=[CH:5]2. The catalyst class is: 1. (8) Reactant: C1(C)C=CC(S([O-])(=O)=O)=CC=1.[NH+]1C=CC=CC=1.C(OC([O:23][C:24]1([CH3:61])[CH:36]([OH:37])[CH:35]=[CH:34][CH:33]([CH3:38])[CH:32](/[C:39](/[CH3:60])=[CH:40]/[CH:41]=[CH:42]/[CH:43]([CH3:59])[CH2:44][CH:45]2[O:58][CH:46]2[CH:47]([CH3:57])[CH:48]([O:51]C(OCC)C)[CH2:49][CH3:50])[O:31][C:29](=[O:30])[CH:28]=[CH:27][CH2:26][CH2:25]1)C)C. Product: [OH:23][C:24]1([CH3:61])[CH:36]([OH:37])[CH:35]=[CH:34][CH:33]([CH3:38])[CH:32](/[C:39](/[CH3:60])=[CH:40]/[CH:41]=[CH:42]/[CH:43]([CH3:59])[CH2:44][CH:45]2[O:58][CH:46]2[CH:47]([CH3:57])[CH:48]([OH:51])[CH2:49][CH3:50])[O:31][C:29](=[O:30])[CH:28]=[CH:27][CH2:26][CH2:25]1. The catalyst class is: 5.